Dataset: Drug-target binding data from BindingDB using Kd measurements. Task: Regression. Given a target protein amino acid sequence and a drug SMILES string, predict the binding affinity score between them. We predict pKd (pKd = -log10(Kd in M); higher means stronger binding). Dataset: bindingdb_kd. (1) The compound is C[C@H](OP(=O)(O)OC[C@@H](O)[C@@H](O)[C@@H](O)Cn1c2cc(=O)ccc-2cc2c(=O)[nH]c(=O)[nH]c21)C(=O)N[C@@H](CCC(=O)N[C@@H](CCC(=O)O)C(=O)O)C(=O)O. The target protein sequence is MAELKLGYKASAEQFAPRELVELAVAAEAHGMDSATVSDHFQPWRHQGGHAPFSLSWMTAVGERTNRLLLGTSVLTPTFRYNPAVIAQAFATMGCLYPNRVFLGVGTGQALNEIATGYEGAWPEFKERFARLRESVGLMRQLWSGDRVDFDGDYYRLKGASIYDVPDGGVPVYIAAGGPAVAKYAGRAGDGFICTSGKGEELYTEKLMPAVREGAAAADRSVDGIDKMIEIKISYDPDPELALNNTRFWAPLSLTAEQKHSIDDPIEMEKAADALPIEQIAKRWIVASDPDEAVEKVGQYVTWGLNHLVFHAPGHDQRRFLELFQSDLAPRLRRLG. The pKd is 6.3. (2) The small molecule is NCCCCNC(=O)CCCCCNC(=O)[C@H]1O[C@@H](n2cnc3c(N)ncnc32)[C@H](O)[C@@H]1O. The target protein (P05132) has sequence MGNAAAAKKGSEQESVKEFLAKAKEDFLKKWETPSQNTAQLDQFDRIKTLGTGSFGRVMLVKHKESGNHYAMKILDKQKVVKLKQIEHTLNEKRILQAVNFPFLVKLEFSFKDNSNLYMVMEYVAGGEMFSHLRRIGRFSEPHARFYAAQIVLTFEYLHSLDLIYRDLKPENLLIDQQGYIQVTDFGFAKRVKGRTWTLCGTPEYLAPEIILSKGYNKAVDWWALGVLIYEMAAGYPPFFADQPIQIYEKIVSGKVRFPSHFSSDLKDLLRNLLQVDLTKRFGNLKNGVNDIKNHKWFATTDWIAIYQRKVEAPFIPKFKGPGDTSNFDDYEEEEIRVSINEKCGKEFTEF. The pKd is 5.8.